From a dataset of Full USPTO retrosynthesis dataset with 1.9M reactions from patents (1976-2016). Predict the reactants needed to synthesize the given product. (1) Given the product [Cl:44][CH2:14][C:15]1[CH:32]=[CH:31][C:18]2/[C:19](=[CH:28]/[C:29]#[N:30])/[C:20]3[CH:27]=[CH:26][CH:25]=[CH:24][C:21]=3[CH2:22][CH2:23][C:17]=2[CH:16]=1, predict the reactants needed to synthesize it. The reactants are: C(C1N([CH2:14][C:15]2[CH:32]=[CH:31][C:18]3/[C:19](=[CH:28]/[C:29]#[N:30])/[C:20]4[CH:27]=[CH:26][CH:25]=[CH:24][C:21]=4[CH2:22][CH2:23][C:17]=3[CH:16]=2)C2=NC(C)=CC(C)=C2N=1)C.C(N(CC)CC)C.CS([Cl:44])(=O)=O.[Cl-].[Li+]. (2) Given the product [CH3:14][O:15][C:16]([C:18]1[S:27][C:21]2[N:22]=[CH:23][N:24]=[C:25]([NH:13][C:12]3[C:7]([O:6][C@@H:3]4[CH2:4][CH2:5][O:1][CH2:2]4)=[N:8][CH:9]=[CH:10][CH:11]=3)[C:20]=2[C:19]=1[CH3:28])=[O:17], predict the reactants needed to synthesize it. The reactants are: [O:1]1[CH2:5][CH2:4][C@@H:3]([O:6][C:7]2[C:12]([NH2:13])=[CH:11][CH:10]=[CH:9][N:8]=2)[CH2:2]1.[CH3:14][O:15][C:16]([C:18]1[S:27][C:21]2[N:22]=[CH:23][N:24]=[C:25](Cl)[C:20]=2[C:19]=1[CH3:28])=[O:17].Cl. (3) Given the product [C:21]([NH:13][CH2:12][CH2:11][CH2:10][CH2:9][C:6]1[CH:5]=[CH:4][C:3]([OH:2])=[CH:8][CH:7]=1)([O:23][CH2:24][C:25]1[CH:30]=[CH:29][CH:28]=[CH:27][CH:26]=1)=[O:22], predict the reactants needed to synthesize it. The reactants are: Br.[OH:2][C:3]1[CH:8]=[CH:7][C:6]([CH2:9][CH2:10][CH2:11][CH2:12][NH2:13])=[CH:5][CH:4]=1.O.C(=O)(O)[O-].[Na+].Cl[C:21]([O:23][CH2:24][C:25]1[CH:30]=[CH:29][CH:28]=[CH:27][CH:26]=1)=[O:22]. (4) Given the product [CH2:10]([O:17][C:18](=[O:26])[NH:19][CH:20]1[CH2:25][CH2:24][N:23]([S:36]([C:33]2[CH:32]=[CH:31][C:30]([N+:27]([O-:29])=[O:28])=[CH:35][CH:34]=2)(=[O:37])=[O:38])[CH2:22][CH2:21]1)[C:11]1[CH:16]=[CH:15][CH:14]=[CH:13][CH:12]=1, predict the reactants needed to synthesize it. The reactants are: C(N(C(C)C)CC)(C)C.[CH2:10]([O:17][C:18](=[O:26])[NH:19][CH:20]1[CH2:25][CH2:24][NH:23][CH2:22][CH2:21]1)[C:11]1[CH:16]=[CH:15][CH:14]=[CH:13][CH:12]=1.[N+:27]([C:30]1[CH:35]=[CH:34][C:33]([S:36](Cl)(=[O:38])=[O:37])=[CH:32][CH:31]=1)([O-:29])=[O:28].